The task is: Binary Classification. Given a T-cell receptor sequence (or CDR3 region) and an epitope sequence, predict whether binding occurs between them.. This data is from TCR-epitope binding with 47,182 pairs between 192 epitopes and 23,139 TCRs. (1) The epitope is TSDLATNNLVVMAY. The TCR CDR3 sequence is CASRPSEGGSLHF. Result: 0 (the TCR does not bind to the epitope). (2) The epitope is LLLGIGILV. The TCR CDR3 sequence is CSARDWDTQYF. Result: 1 (the TCR binds to the epitope). (3) The epitope is KLVALGINAV. The TCR CDR3 sequence is CASSSGATEAFF. Result: 1 (the TCR binds to the epitope). (4) Result: 1 (the TCR binds to the epitope). The epitope is RIFTIGTVTLK. The TCR CDR3 sequence is CASSGPVLDGTTPQETQYF. (5) The epitope is SSTFNVPMEKLK. The TCR CDR3 sequence is CASSEGSSPYNEQFF. Result: 0 (the TCR does not bind to the epitope). (6) The TCR CDR3 sequence is CASRKEVSVGTDTQYF. The epitope is LLQTGIHVRVSQPSL. Result: 0 (the TCR does not bind to the epitope).